This data is from Peptide-MHC class I binding affinity with 185,985 pairs from IEDB/IMGT. The task is: Regression. Given a peptide amino acid sequence and an MHC pseudo amino acid sequence, predict their binding affinity value. This is MHC class I binding data. (1) The binding affinity (normalized) is 0.261. The peptide sequence is FSNVNLILV. The MHC is H-2-Kb with pseudo-sequence H-2-Kb. (2) The peptide sequence is HYVRITGLY. The MHC is HLA-A26:01 with pseudo-sequence HLA-A26:01. The binding affinity (normalized) is 0.537. (3) The peptide sequence is KWDLIISDMY. The MHC is HLA-A01:01 with pseudo-sequence HLA-A01:01. The binding affinity (normalized) is 0.